Predict which catalyst facilitates the given reaction. From a dataset of Catalyst prediction with 721,799 reactions and 888 catalyst types from USPTO. (1) Reactant: [CH2:1]([O:4][C:5]1[CH:6]=[C:7]([CH2:15][CH2:16][NH2:17])[CH:8]=[CH:9][C:10]=1[O:11][CH2:12][CH2:13][CH3:14])[CH2:2][CH3:3].[C:18]([O:22][CH3:23])(=[O:21])[C:19]#[CH:20]. Product: [CH2:1]([O:4][C:5]1[CH:6]=[C:7]([CH2:15][CH2:16][NH:17][CH:20]=[CH:19][C:18]([O:22][CH3:23])=[O:21])[CH:8]=[CH:9][C:10]=1[O:11][CH2:12][CH2:13][CH3:14])[CH2:2][CH3:3]. The catalyst class is: 4. (2) Reactant: [N:1]([CH:4]([C:9]1[C:14]2[N:15]3[CH2:21][CH2:20][CH2:19][N:18]([C:22]4[C:27]([Cl:28])=[CH:26][C:25]([Cl:29])=[CH:24][C:23]=4[Cl:30])[C:16]3=[N:17][C:13]=2[C:12]([Cl:31])=[CH:11][CH:10]=1)[C:5]([F:8])([F:7])[F:6])=[N+]=[N-].C1(P(C2C=CC=CC=2)C2C=CC=CC=2)C=CC=CC=1.O. Product: [Cl:31][C:12]1[C:13]2[N:17]=[C:16]3[N:18]([C:22]4[C:27]([Cl:28])=[CH:26][C:25]([Cl:29])=[CH:24][C:23]=4[Cl:30])[CH2:19][CH2:20][CH2:21][N:15]3[C:14]=2[C:9]([CH:4]([NH2:1])[C:5]([F:6])([F:7])[F:8])=[CH:10][CH:11]=1. The catalyst class is: 54. (3) Reactant: C(OC([N:8]1[CH2:12][CH:11]([O:13][C:14]2[C:23]3[C:18](=[C:19]([Cl:26])[C:20]([O:24][CH3:25])=[CH:21][CH:22]=3)[N:17]=[C:16]([C:27]3[S:28][CH:29]=[C:30]([CH:32]([CH3:34])[CH3:33])[N:31]=3)[CH:15]=2)[CH2:10][CH:9]1[C:35](=[O:47])[NH:36][C:37]1([C:42]([O:44][CH2:45][CH3:46])=[O:43])[CH2:39][CH:38]1[CH:40]=[CH2:41])=O)(C)(C)C.FC(F)(F)C(O)=O. Product: [CH2:45]([O:44][C:42]([C:37]1([NH:36][C:35]([CH:9]2[CH2:10][CH:11]([O:13][C:14]3[C:23]4[C:18](=[C:19]([Cl:26])[C:20]([O:24][CH3:25])=[CH:21][CH:22]=4)[N:17]=[C:16]([C:27]4[S:28][CH:29]=[C:30]([CH:32]([CH3:33])[CH3:34])[N:31]=4)[CH:15]=3)[CH2:12][NH:8]2)=[O:47])[CH2:39][CH:38]1[CH:40]=[CH2:41])=[O:43])[CH3:46]. The catalyst class is: 2. (4) Reactant: [F:1][C:2]1[CH:10]=[CH:9][C:8]2[N:7]([CH2:11][C:12]3[CH:21]=[CH:20][C:15]([C:16]([O:18][CH3:19])=[O:17])=[CH:14][CH:13]=3)[C:6]3[CH2:22][CH2:23][N:24]([CH2:27]CO)[C:25](=[O:26])[C:5]=3[C:4]=2[CH:3]=1.[CH3:30][CH2:31][N:32]([CH:36](C)C)[CH:33](C)C.CS(Cl)(=O)=[O:41].CNCCO. Product: [F:1][C:2]1[CH:10]=[CH:9][C:8]2[N:7]([CH2:11][C:12]3[CH:13]=[CH:14][C:15]([C:16]([O:18][CH3:19])=[O:17])=[CH:20][CH:21]=3)[C:6]3[CH2:22][CH2:23][N:24]([CH2:27][CH2:33][N:32]([CH2:31][CH2:30][OH:41])[CH3:36])[C:25](=[O:26])[C:5]=3[C:4]=2[CH:3]=1. The catalyst class is: 10. (5) Reactant: [C:1]([O:5][C:6]([NH:8][C@@H:9]([C@H:18]([CH2:23][CH:24]=[CH2:25])[C:19]([O:21]C)=[O:20])[C:10]([N:12]1[CH2:16][CH2:15][C@H:14]([F:17])[CH2:13]1)=[O:11])=[O:7])([CH3:4])([CH3:3])[CH3:2].[OH-].[Li+]. Product: [C:1]([O:5][C:6]([NH:8][C@@H:9]([C@H:18]([CH2:23][CH:24]=[CH2:25])[C:19]([OH:21])=[O:20])[C:10]([N:12]1[CH2:16][CH2:15][C@H:14]([F:17])[CH2:13]1)=[O:11])=[O:7])([CH3:4])([CH3:3])[CH3:2]. The catalyst class is: 20. (6) Reactant: CS(C)=O.FC(F)(F)C(OC(=O)C(F)(F)F)=O.[Cl:18][C:19]1[CH:20]=[C:21]([C:26](=[O:37])[CH:27]([OH:36])[C:28]2[CH:33]=[CH:32][C:31]([S:34][CH3:35])=[CH:30][CH:29]=2)[CH:22]=[CH:23][C:24]=1[Cl:25].C(N(CC)CC)C. Product: [Cl:18][C:19]1[CH:20]=[C:21]([C:26](=[O:37])[C:27]([C:28]2[CH:33]=[CH:32][C:31]([S:34][CH3:35])=[CH:30][CH:29]=2)=[O:36])[CH:22]=[CH:23][C:24]=1[Cl:25]. The catalyst class is: 34.